From a dataset of TCR-epitope binding with 47,182 pairs between 192 epitopes and 23,139 TCRs. Binary Classification. Given a T-cell receptor sequence (or CDR3 region) and an epitope sequence, predict whether binding occurs between them. (1) The epitope is DPFRLLQNSQVFS. The TCR CDR3 sequence is CASSLGGAKNIQYF. Result: 0 (the TCR does not bind to the epitope). (2) The TCR CDR3 sequence is CSARDFEITGELFF. Result: 0 (the TCR does not bind to the epitope). The epitope is LVLSVNPYV. (3) The epitope is KRWIILGLNK. The TCR CDR3 sequence is CASSSGLAGGREQFF. Result: 1 (the TCR binds to the epitope).